Dataset: Forward reaction prediction with 1.9M reactions from USPTO patents (1976-2016). Task: Predict the product of the given reaction. (1) Given the reactants [Br:1][C:2]1[CH:10]=[C:9]2[C:5]([CH:6]=[C:7]([C:11]([N:13]3[CH2:18][CH2:17][S:16](=[O:20])(=[O:19])[CH2:15][CH2:14]3)=[O:12])[NH:8]2)=[CH:4][C:3]=1[O:21][CH:22]1[CH2:27][CH2:26][N:25]([CH:28]([CH3:30])[CH3:29])[CH2:24][CH2:23]1.[F:31][C:32]([F:43])([F:42])[CH2:33]OS(C(F)(F)F)(=O)=O, predict the reaction product. The product is: [Br:1][C:2]1[CH:10]=[C:9]2[C:5]([CH:6]=[C:7]([C:11]([N:13]3[CH2:18][CH2:17][S:16](=[O:20])(=[O:19])[CH2:15][CH2:14]3)=[O:12])[N:8]2[CH2:33][C:32]([F:43])([F:42])[F:31])=[CH:4][C:3]=1[O:21][CH:22]1[CH2:27][CH2:26][N:25]([CH:28]([CH3:30])[CH3:29])[CH2:24][CH2:23]1. (2) Given the reactants C([N:8]1[CH2:14][CH2:13][C:12]2[CH:15]=[CH:16][O:17][C:11]=2[CH2:10][CH2:9]1)C1C=CC=CC=1.[Cl:18]C(OC(Cl)C)=O, predict the reaction product. The product is: [ClH:18].[O:17]1[C:11]2[CH2:10][CH2:9][NH:8][CH2:14][CH2:13][C:12]=2[CH:15]=[CH:16]1. (3) Given the reactants [CH3:1][O:2][C:3](=[O:36])[CH:4]([NH:28][C:29]([O:31][C:32]([CH3:35])([CH3:34])[CH3:33])=[O:30])[CH2:5][C:6]1[CH:11]=[CH:10][C:9](OS(C(F)(F)F)(=O)=O)=[C:8](OS(C(F)(F)F)(=O)=O)[CH:7]=1.[P:37]([O-:44])([O:41][CH2:42][CH3:43])[O:38][CH2:39][CH3:40].CN1[CH2:51][CH2:50][O:49]CC1, predict the reaction product. The product is: [CH3:1][O:2][C:3](=[O:36])[CH:4]([NH:28][C:29]([O:31][C:32]([CH3:35])([CH3:34])[CH3:33])=[O:30])[CH2:5][C:6]1[CH:11]=[CH:10][C:9]([P:37]([O:41][CH2:42][CH3:43])([O:38][CH2:39][CH3:40])=[O:44])=[C:8]([P:37]([O:49][CH2:50][CH3:51])([O:38][CH2:39][CH3:40])=[O:41])[CH:7]=1. (4) Given the reactants Br[C:2]1[NH:3][C:4]2[C:9]([C:10]=1[CH:11]=[O:12])=[CH:8][C:7]([O:13][CH3:14])=[CH:6][CH:5]=2.[CH3:15][C:16]1[C:20](B2OC(C)(C)C(C)(C)O2)=[C:19]([CH3:30])[N:18]([CH2:31][CH2:32][N:33]([CH3:35])[CH3:34])[N:17]=1.C1(P(C2C=CC=CC=2)C2C=CC=CC=2)C=CC=CC=1.P([O-])([O-])([O-])=O.[K+].[K+].[K+].Cl, predict the reaction product. The product is: [CH3:34][N:33]([CH3:35])[CH2:32][CH2:31][N:18]1[C:19]([CH3:30])=[C:20]([C:2]2[NH:3][C:4]3[C:9]([C:10]=2[CH:11]=[O:12])=[CH:8][C:7]([O:13][CH3:14])=[CH:6][CH:5]=3)[C:16]([CH3:15])=[N:17]1. (5) Given the reactants [CH3:1][O:2][C:3]1[CH:4]=[C:5]([CH:10]=[CH:11][C:12]=1[CH3:13])[C:6]([O:8][CH3:9])=[O:7].BrN1C(=[O:20])CCC1=O.N(C(C)(C)C#N)=NC(C)(C)C#N.C1N2CN3CN(C2)CN1C3, predict the reaction product. The product is: [CH:13]([C:12]1[CH:11]=[CH:10][C:5]([C:6]([O:8][CH3:9])=[O:7])=[CH:4][C:3]=1[O:2][CH3:1])=[O:20]. (6) Given the reactants [NH:1]1[CH2:5][CH2:4][CH2:3][CH2:2]1.[Cl:6][CH2:7][C:8](Cl)=[O:9].[OH-].[Na+], predict the reaction product. The product is: [Cl:6][CH2:7][C:8]([N:1]1[CH2:5][CH2:4][CH2:3][CH2:2]1)=[O:9]. (7) Given the reactants Br[C:2]1[CH:3]=[C:4]2[C:31](=[CH:32][CH:33]=1)[O:30][CH2:29][C:25]1([CH2:28][O:27][CH2:26]1)[C:5]12[CH2:9][O:8][C:7]([N:10]([C:18]([O:20][C:21]([CH3:24])([CH3:23])[CH3:22])=[O:19])[C:11]([O:13][C:14]([CH3:17])([CH3:16])[CH3:15])=[O:12])=[N:6]1.[CH3:34][C:35]1([CH3:51])[C:39]([CH3:41])([CH3:40])[O:38][B:37]([B:37]2[O:38][C:39]([CH3:41])([CH3:40])[C:35]([CH3:51])([CH3:34])[O:36]2)[O:36]1.C([O-])(=O)C.[K+], predict the reaction product. The product is: [C:14]([O:13][C:11]([N:10]([C:7]1[O:8][CH2:9][C:5]2([N:6]=1)[C:25]1([CH2:28][O:27][CH2:26]1)[CH2:29][O:30][C:31]1[C:4]2=[CH:3][C:2]([B:37]2[O:38][C:39]([CH3:41])([CH3:40])[C:35]([CH3:51])([CH3:34])[O:36]2)=[CH:33][CH:32]=1)[C:18]([O:20][C:21]([CH3:24])([CH3:22])[CH3:23])=[O:19])=[O:12])([CH3:16])([CH3:15])[CH3:17].